Dataset: Peptide-MHC class I binding affinity with 185,985 pairs from IEDB/IMGT. Task: Regression. Given a peptide amino acid sequence and an MHC pseudo amino acid sequence, predict their binding affinity value. This is MHC class I binding data. (1) The peptide sequence is RADEINAIL. The MHC is HLA-A01:01 with pseudo-sequence HLA-A01:01. The binding affinity (normalized) is 0.0847. (2) The peptide sequence is RMLPKLAEF. The MHC is HLA-B15:01 with pseudo-sequence HLA-B15:01. The binding affinity (normalized) is 0.592. (3) The binding affinity (normalized) is 0.0839. The MHC is HLA-B44:02 with pseudo-sequence HLA-B44:02. The peptide sequence is AQFSPQYL. (4) The MHC is HLA-B27:05 with pseudo-sequence HLA-B27:05. The peptide sequence is GRNSRFPDK. The binding affinity (normalized) is 0.358. (5) The peptide sequence is VTFFCVMTY. The MHC is HLA-A01:01 with pseudo-sequence HLA-A01:01. The binding affinity (normalized) is 0.362.